From a dataset of Forward reaction prediction with 1.9M reactions from USPTO patents (1976-2016). Predict the product of the given reaction. Given the reactants [F:1][C:2]1[CH:3]=[C:4]([CH:8]=[CH:9][CH:10]=1)[CH2:5][Mg]Cl.FC1C=C(C=C(F)C=1)C[Mg]Br.[Br:22][C:23]1[C:24]([CH:29]=[N:30][S@:31]([C:33]([CH3:36])([CH3:35])[CH3:34])=[O:32])=[N:25][CH:26]=[CH:27][CH:28]=1, predict the reaction product. The product is: [Br:22][C:23]1[C:24]([C@@H:29]([NH:30][S@:31]([C:33]([CH3:36])([CH3:35])[CH3:34])=[O:32])[CH2:5][C:4]2[CH:8]=[CH:9][CH:10]=[C:2]([F:1])[CH:3]=2)=[N:25][CH:26]=[CH:27][CH:28]=1.